This data is from Reaction yield outcomes from USPTO patents with 853,638 reactions. The task is: Predict the reaction yield, written as a fraction of the theoretical maximum amount of product (1.0 means a 100% yield; for example, 0.34 means a 34% yield). (1) The reactants are [OH:1][C:2]1[CH:20]=[CH:19][CH:18]=[CH:17][C:3]=1[CH2:4][C:5]1[CH:16]=[CH:15][C:8]([C:9](N(OC)C)=[O:10])=[CH:7][CH:6]=1.[CH3:21][Mg]Br.[Cl-].[NH4+]. The catalyst is O1CCCC1. The product is [C:9]([C:8]1[CH:7]=[CH:6][C:5]([CH2:4][C:3]2[CH:17]=[CH:18][CH:19]=[CH:20][C:2]=2[OH:1])=[CH:16][CH:15]=1)(=[O:10])[CH3:21]. The yield is 0.530. (2) The reactants are C1(C2(C3C=CC=CC=3)OB(C)N3CCC[C@@H]23)C=CC=CC=1.O1CCCC1.CSC.B.[C:31]([C:34]1[CH:42]=[CH:41][C:37]([C:38]([NH2:40])=[O:39])=[CH:36][C:35]=1[O:43][C:44]1[CH:49]=[CH:48][C:47]([O:50][CH2:51][CH2:52][O:53][CH:54]2[CH2:59][CH2:58][O:57][CH2:56][CH2:55]2)=[CH:46][CH:45]=1)(=[O:33])[CH3:32].CO. The catalyst is O1CCCC1. The product is [OH:33][C@@H:31]([C:34]1[CH:42]=[CH:41][C:37]([C:38]([NH2:40])=[O:39])=[CH:36][C:35]=1[O:43][C:44]1[CH:45]=[CH:46][C:47]([O:50][CH2:51][CH2:52][O:53][CH:54]2[CH2:59][CH2:58][O:57][CH2:56][CH2:55]2)=[CH:48][CH:49]=1)[CH3:32]. The yield is 1.00. (3) The catalyst is C1COCC1.[Cl-].[Na+].O.CC(O[Ti](OC(C)C)(OC(C)C)OC(C)C)C. The reactants are [CH3:1][C:2]([C:4]1[C:13]2[C:8](=[CH:9][CH:10]=[CH:11][CH:12]=2)[CH:7]=[CH:6][CH:5]=1)=O.[C:14]([S@:18]([NH2:20])=[O:19])([CH3:17])([CH3:16])[CH3:15]. The product is [CH3:15][C:14]([S:18](/[N:20]=[C:2](/[C:4]1[C:13]2[C:8](=[CH:9][CH:10]=[CH:11][CH:12]=2)[CH:7]=[CH:6][CH:5]=1)\[CH3:1])=[O:19])([CH3:17])[CH3:16]. The yield is 0.500. (4) The reactants are [OH-].[K+].[N+]([O-])(O)=O.[CH3:7][C:8]1[CH:9]=[C:10]([NH:14][C:15]([NH2:17])=[NH:16])[CH:11]=[CH:12][CH:13]=1.Br.Br[CH2:20][C:21]([C:23]1[CH:28]=[CH:27][N:26]=[CH:25][CH:24]=1)=O.CCN(CC)CC. The catalyst is C(O)C. The product is [CH3:7][C:8]1[CH:9]=[C:10]([NH:14][C:15]2[NH:17][CH:20]=[C:21]([C:23]3[CH:28]=[CH:27][N:26]=[CH:25][CH:24]=3)[N:16]=2)[CH:11]=[CH:12][CH:13]=1. The yield is 0.120. (5) The reactants are [Br:1][C:2]1[CH:3]=[N:4][CH:5]=[C:6]([CH2:8]Cl)[CH:7]=1.[CH3:10][C@H:11]1[CH2:16][CH2:15][CH2:14][C@@H:13]([CH3:17])[NH:12]1.C([O-])([O-])=O.[K+].[K+]. The catalyst is CC#N. The product is [Br:1][C:2]1[CH:3]=[N:4][CH:5]=[C:6]([CH2:8][N:12]2[C@@H:13]([CH3:17])[CH2:14][CH2:15][CH2:16][C@H:11]2[CH3:10])[CH:7]=1. The yield is 0.530. (6) The product is [CH3:38][N:39]1[CH2:40][C@@H:41]2[C@@H:42]([N:44]([C:11]3[C:16]([N+:17]([O-:19])=[O:18])=[CH:15][C:14]([NH:20][C:21]4[N:26]=[C:25]([C:27]5[CH:28]=[N:29][N:30]6[CH2:35][CH2:34][CH2:33][CH2:32][C:31]=56)[CH:24]=[CH:23][N:22]=4)=[C:13]([O:36][CH3:37])[CH:12]=3)[CH2:45][CH2:46]2)[CH2:43]1. The catalyst is FC(F)(F)CO. The reactants are CCN(C(C)C)C(C)C.F[C:11]1[C:16]([N+:17]([O-:19])=[O:18])=[CH:15][C:14]([NH:20][C:21]2[N:26]=[C:25]([C:27]3[CH:28]=[N:29][N:30]4[CH2:35][CH2:34][CH2:33][CH2:32][C:31]=34)[CH:24]=[CH:23][N:22]=2)=[C:13]([O:36][CH3:37])[CH:12]=1.[CH3:38][N:39]1[CH2:43][C@@H:42]2[NH:44][CH2:45][CH2:46][C@@H:41]2[CH2:40]1. The yield is 0.610. (7) The reactants are [CH2:1]([NH:5][S:6]([NH:9][C:10](=[O:31])/[CH:11]=[CH:12]/[C:13]1[C:14]([CH3:30])=[N:15][N:16]([CH3:29])[C:17]=1[N:18]1[C:26]2[C:21](=[CH:22][CH:23]=[C:24]([O:27][CH3:28])[CH:25]=2)[CH:20]=[CH:19]1)(=[O:8])=[O:7])[CH2:2][CH2:3][CH3:4].[Cl:32]N1C(=O)CCC1=O.C(OCC)(=O)C. The catalyst is C(#N)C. The product is [CH2:1]([NH:5][S:6]([NH:9][C:10](=[O:31])/[CH:11]=[CH:12]/[C:13]1[C:14]([CH3:30])=[N:15][N:16]([CH3:29])[C:17]=1[N:18]1[C:26]2[C:21](=[CH:22][CH:23]=[C:24]([O:27][CH3:28])[CH:25]=2)[C:20]([Cl:32])=[CH:19]1)(=[O:8])=[O:7])[CH2:2][CH2:3][CH3:4]. The yield is 0.160.